This data is from Full USPTO retrosynthesis dataset with 1.9M reactions from patents (1976-2016). The task is: Predict the reactants needed to synthesize the given product. (1) Given the product [CH3:27][O:26][N:25]=[C:22]([CH:23]1[O:10][CH2:7][CH2:8][O:9]1)[C:17]1[CH:18]=[CH:19][CH:20]=[CH:21][C:16]=1[CH2:15][O:14][C:13]1[CH:28]=[C:29]([CH3:32])[CH:30]=[CH:31][C:12]=1[CH3:11], predict the reactants needed to synthesize it. The reactants are: C1C=CC=CC=1.[CH2:7]([OH:10])[CH2:8][OH:9].[CH3:11][C:12]1[CH:31]=[CH:30][C:29]([CH3:32])=[CH:28][C:13]=1[O:14][CH2:15][C:16]1[CH:21]=[CH:20][CH:19]=[CH:18][C:17]=1[C:22](=[N:25][O:26][CH3:27])[CH:23]=O. (2) Given the product [CH3:1][O:2][CH2:3][CH2:4][O:5][C:6]1[CH:7]=[C:8]2[C:13](=[CH:14][C:15]=1[O:16][CH2:17][CH2:18][O:19][CH3:20])[N:12]=[CH:11][N:10]=[C:9]2[S:21][C:22]1[CH:23]=[C:24]([NH:25][C:39]([NH:38][C:36]2[O:35][N:34]=[C:33]([C:29]([CH3:32])([CH3:31])[CH3:30])[CH:37]=2)=[O:40])[CH:26]=[CH:27][CH:28]=1, predict the reactants needed to synthesize it. The reactants are: [CH3:1][O:2][CH2:3][CH2:4][O:5][C:6]1[CH:7]=[C:8]2[C:13](=[CH:14][C:15]=1[O:16][CH2:17][CH2:18][O:19][CH3:20])[N:12]=[CH:11][N:10]=[C:9]2[S:21][C:22]1[CH:23]=[C:24]([CH:26]=[CH:27][CH:28]=1)[NH2:25].[C:29]([C:33]1[CH:37]=[C:36]([NH:38][C:39](=O)[O:40]C2C=CC=CC=2)[O:35][N:34]=1)([CH3:32])([CH3:31])[CH3:30]. (3) Given the product [ClH:28].[ClH:28].[ClH:28].[NH:1]1[C:9]2[C:4](=[CH:5][CH:6]=[CH:7][CH:8]=2)[C:3]([CH2:10][CH2:11][NH:12][CH:13]2[CH2:18][CH2:17][C:16]([C:22]3[CH:27]=[CH:26][CH:25]=[CH:24][N:23]=3)([N:19]([CH3:20])[CH3:21])[CH2:15][CH2:14]2)=[CH:2]1, predict the reactants needed to synthesize it. The reactants are: [NH:1]1[C:9]2[C:4](=[CH:5][CH:6]=[CH:7][CH:8]=2)[C:3]([CH2:10][CH2:11][NH:12][CH:13]2[CH2:18][CH2:17][C:16]([C:22]3[CH:27]=[CH:26][CH:25]=[CH:24][N:23]=3)([N:19]([CH3:21])[CH3:20])[CH2:15][CH2:14]2)=[CH:2]1.[Cl:28][Si](C)(C)C. (4) Given the product [F:19][C:14]1[CH:15]=[CH:16][CH:17]=[CH:18][C:13]=1[C:10]1[N:9]=[CH:8][C:7]([CH2:6][CH2:5][CH2:4][OH:3])=[CH:12][CH:11]=1, predict the reactants needed to synthesize it. The reactants are: C([O:3][C:4](=O)[CH2:5][CH2:6][C:7]1[CH:8]=[N:9][C:10]([C:13]2[CH:18]=[CH:17][CH:16]=[CH:15][C:14]=2[F:19])=[CH:11][CH:12]=1)C.[BH4-].[Li+].O.